Dataset: Forward reaction prediction with 1.9M reactions from USPTO patents (1976-2016). Task: Predict the product of the given reaction. (1) Given the reactants [CH2:1]1[NH:15][C:4](=[C:5]2[CH:11]=[C:10]([N+:12]([O-])=O)[C:8](=[O:9])[CH:7]=[CH:6]2)[NH:3][CH2:2]1.C([O-])=O.[NH4+], predict the reaction product. The product is: [NH2:12][C:10]1[CH:11]=[C:5]([C:4]2[NH:15][CH2:1][CH2:2][N:3]=2)[CH:6]=[CH:7][C:8]=1[OH:9]. (2) Given the reactants [CH2:1]([O:8][C:9]1[C:14]([CH:15]=O)=[CH:13][N:12]=[C:11]([S:17][CH3:18])[N:10]=1)[C:2]1[CH:7]=[CH:6][CH:5]=[CH:4][CH:3]=1.Cl.[NH2:20][OH:21].C(OCC)(=O)C.O, predict the reaction product. The product is: [CH2:1]([O:8][C:9]1[C:14]([CH:15]=[N:20][OH:21])=[CH:13][N:12]=[C:11]([S:17][CH3:18])[N:10]=1)[C:2]1[CH:7]=[CH:6][CH:5]=[CH:4][CH:3]=1. (3) Given the reactants [H-].[Na+].[OH:3][CH2:4][CH:5]1[CH2:9][O:8][C:7]2([CH2:14][CH2:13][N:12]([CH2:15][CH2:16][C:17]3[CH:22]=[CH:21][CH:20]=[CH:19][CH:18]=3)[CH2:11][CH2:10]2)[O:6]1.[Cl:23][C:24]1[S:25][C:26]([CH2:29]Cl)=[CH:27][N:28]=1, predict the reaction product. The product is: [Cl:23][C:24]1[S:25][C:26]([CH2:29][O:3][CH2:4][CH:5]2[CH2:9][O:8][C:7]3([CH2:10][CH2:11][N:12]([CH2:15][CH2:16][C:17]4[CH:18]=[CH:19][CH:20]=[CH:21][CH:22]=4)[CH2:13][CH2:14]3)[O:6]2)=[CH:27][N:28]=1. (4) Given the reactants [CH3:1][O:2][C:3]1[CH:8]=[CH:7][CH:6]=[CH:5][C:4]=1[CH2:9][CH2:10][C:11](O)=O.C1CCC(N=C=NC2CCCCC2)CC1.[N:29]1[C:33]2[CH:34]=[CH:35][C:36]([C:38]([NH:40][NH2:41])=O)=[CH:37][C:32]=2[NH:31][CH:30]=1.COC1C=CC(P2(SP(C3C=CC(OC)=CC=3)(=S)S2)=[S:51])=CC=1, predict the reaction product. The product is: [CH3:1][O:2][C:3]1[CH:8]=[CH:7][CH:6]=[CH:5][C:4]=1[CH2:9][CH2:10][C:11]1[S:51][C:38]([C:36]2[CH:35]=[CH:34][C:33]3[NH:29][CH:30]=[N:31][C:32]=3[CH:37]=2)=[N:40][N:41]=1. (5) Given the reactants Cl[C:2]1[N:7]=[C:6]([S:8][CH3:9])[N:5]=[C:4]2[N:10]([CH2:13][O:14][CH2:15][CH2:16][Si:17]([CH3:20])([CH3:19])[CH3:18])[N:11]=[CH:12][C:3]=12.C(N(CC)CC)C.[NH2:28][CH2:29][C@@H:30]([OH:32])[CH3:31], predict the reaction product. The product is: [CH3:9][S:8][C:6]1[N:5]=[C:4]2[N:10]([CH2:13][O:14][CH2:15][CH2:16][Si:17]([CH3:20])([CH3:19])[CH3:18])[N:11]=[CH:12][C:3]2=[C:2]([NH:28][CH2:29][C@H:30]([OH:32])[CH3:31])[N:7]=1. (6) Given the reactants [Br:1][C:2]1[CH:3]=[C:4]([CH2:9][OH:10])[C:5]([CH3:8])=[N:6][CH:7]=1.[OH-].[K+].[CH3:13]I, predict the reaction product. The product is: [Br:1][C:2]1[CH:3]=[C:4]([CH2:9][O:10][CH3:13])[C:5]([CH3:8])=[N:6][CH:7]=1. (7) Given the reactants [CH:1]1[C:17]2[C:16]3[C:15]4[CH:14]=[CH:13][CH:12]=[CH:11][C:10]=4[NH:9][C:8]=3[C:7]([OH:18])=[CH:6][C:5]=2[CH:4]=[CH:3][CH:2]=1.C1C2C3SC4C=CC=CC=4C=3C([OH:36])=CC=2C=CC=1, predict the reaction product. The product is: [CH:1]1[C:17]2[C:16]3[C:15]4[CH:14]=[CH:13][CH:12]=[CH:11][C:10]=4[NH:9][C:8]=3[C:7](=[O:18])[C:6](=[O:36])[C:5]=2[CH:4]=[CH:3][CH:2]=1.